Dataset: Reaction yield outcomes from USPTO patents with 853,638 reactions. Task: Predict the reaction yield, written as a fraction of the theoretical maximum amount of product (1.0 means a 100% yield; for example, 0.34 means a 34% yield). (1) The reactants are [NH2:1][C:2]1[CH:3]=[C:4]([C:24](=[O:31])[NH:25][C:26]2[NH:27][CH:28]=[CH:29][N:30]=2)[C:5]2[N:9]=[C:8]([NH:10][C:11]([C:13]3[N:14]=[CH:15][C:16]4[C:21]([CH:22]=3)=[CH:20][CH:19]=[CH:18][CH:17]=4)=[O:12])[NH:7][C:6]=2[CH:23]=1.[C:32]1([S:38](Cl)(=[O:40])=[O:39])[CH:37]=[CH:36][CH:35]=[CH:34][CH:33]=1. The catalyst is N1C=CC=CC=1.C(Cl)Cl.[Cl-].[Na+].O. The product is [C:32]1([S:38]([NH:1][C:2]2[CH:3]=[C:4]([C:24](=[O:31])[NH:25][C:26]3[NH:27][CH:28]=[CH:29][N:30]=3)[C:5]3[NH:9][C:8]([NH:10][C:11]([C:13]4[N:14]=[CH:15][C:16]5[C:21]([CH:22]=4)=[CH:20][CH:19]=[CH:18][CH:17]=5)=[O:12])=[N:7][C:6]=3[CH:23]=2)(=[O:40])=[O:39])[CH:37]=[CH:36][CH:35]=[CH:34][CH:33]=1. The yield is 0.500. (2) The reactants are [CH:1]1[C:6]2[CH2:7][CH2:8][CH2:9][C:5]=2[CH:4]=[C:3]([C:10](OCC)=[O:11])[N:2]=1.C1COCC1.[H-].[H-].[H-].[H-].[Li+].[Al+3].[OH-].[Na+]. The catalyst is O. The product is [CH:1]1[C:6]2[CH2:7][CH2:8][CH2:9][C:5]=2[CH:4]=[C:3]([CH2:10][OH:11])[N:2]=1. The yield is 0.570. (3) The reactants are [Cl:1][C:2]1[C:7]([C:8]2[CH:13]=[CH:12][CH:11]=[CH:10][CH:9]=2)=[C:6]([N:14]2[CH2:19][CH2:18][CH:17]([CH3:20])[CH2:16][CH2:15]2)[N:5]=[C:4](S(C)(=O)=O)[N:3]=1.C(=O)([O-])[O-].[K+].[K+].[CH3:31][NH:32][C:33]#[N:34].C(OCC)(=O)C. The catalyst is CN(C)C=O.O. The product is [Cl:1][C:2]1[C:7]([C:8]2[CH:13]=[CH:12][CH:11]=[CH:10][CH:9]=2)=[C:6]([N:14]2[CH2:19][CH2:18][CH:17]([CH3:20])[CH2:16][CH2:15]2)[N:5]=[C:4]([N:32]([C:33]#[N:34])[CH3:31])[N:3]=1. The yield is 0.840. (4) The reactants are [NH2:1][C:2]1[C:6]([CH3:7])=[CH:5][S:4][C:3]=1[C:8]([O:10][CH3:11])=[O:9].[C:12]1([C:23]2[CH:28]=[CH:27][CH:26]=[CH:25][CH:24]=2)[CH:17]=[CH:16][C:15]([O:18][CH2:19][C:20](O)=[O:21])=[CH:14][CH:13]=1. No catalyst specified. The product is [C:12]1([C:23]2[CH:24]=[CH:25][CH:26]=[CH:27][CH:28]=2)[CH:13]=[CH:14][C:15]([O:18][CH2:19][C:20]([NH:1][C:2]2[C:6]([CH3:7])=[CH:5][S:4][C:3]=2[C:8]([O:10][CH3:11])=[O:9])=[O:21])=[CH:16][CH:17]=1. The yield is 0.620. (5) The product is [CH3:7][O:8][C:9]1[CH:10]=[N:15][C:16]2[N:20]([N:19]=[CH:18][C:17]=2[C:21]([OH:23])=[O:22])[CH:12]=1. The yield is 0.180. The catalyst is ClCCl.C(N(CC)CC)C.CS(C)=O. The reactants are C(Cl)(=O)C(Cl)=O.[CH3:7][O:8][CH:9]([CH2:12]O)[CH2:10]O.Cl.[NH2:15][C:16]1[NH:20][N:19]=[CH:18][C:17]=1[C:21]([OH:23])=[O:22]. (6) The reactants are C([Li])CCC.Br[C:7]1[CH:12]=[CH:11][CH:10]=[C:9]([Br:13])[N:8]=1.[C:14]([C:22]1[CH:27]=[CH:26][CH:25]=[CH:24][CH:23]=1)(=[O:21])[C:15]1[CH:20]=[CH:19][CH:18]=[CH:17][CH:16]=1. The catalyst is C1COCC1. The product is [Br:13][C:9]1[N:8]=[C:7]([C:14]([C:15]2[CH:20]=[CH:19][CH:18]=[CH:17][CH:16]=2)([C:22]2[CH:27]=[CH:26][CH:25]=[CH:24][CH:23]=2)[OH:21])[CH:12]=[CH:11][CH:10]=1. The yield is 0.350.